The task is: Predict the reactants needed to synthesize the given product.. This data is from Full USPTO retrosynthesis dataset with 1.9M reactions from patents (1976-2016). (1) Given the product [CH2:2]([C:9]12[CH2:26][CH2:25][C:20](=[O:21])[CH:19]([CH3:27])[CH:10]1[CH2:11][CH2:12][C:13]1[CH:14]=[N:15][N:16]([CH3:18])[C:17]=12)[C:3]1[CH:8]=[CH:7][CH:6]=[CH:5][CH:4]=1, predict the reactants needed to synthesize it. The reactants are: Cl.[CH2:2]([C:9]12[CH2:26][CH2:25][C:20]3(OCC[O:21]3)[CH:19]([CH3:27])[CH:10]1[CH2:11][CH2:12][C:13]1[CH:14]=[N:15][N:16]([CH3:18])[C:17]=12)[C:3]1[CH:8]=[CH:7][CH:6]=[CH:5][CH:4]=1. (2) Given the product [CH3:7][C:8]1[O:9][C:10]2[CH:16]=[C:15]([C:17](=[O:19])[NH:25][C:26]3[CH:31]=[CH:30][C:29]([C:32]([O:34][CH3:35])=[O:33])=[CH:28][N:27]=3)[CH:14]=[C:13]([O:20][CH2:21][CH:22]([CH3:24])[CH3:23])[C:11]=2[CH:12]=1, predict the reactants needed to synthesize it. The reactants are: C(Cl)(=O)C(Cl)=O.[CH3:7][C:8]1[O:9][C:10]2[CH:16]=[C:15]([C:17]([OH:19])=O)[CH:14]=[C:13]([O:20][CH2:21][CH:22]([CH3:24])[CH3:23])[C:11]=2[CH:12]=1.[NH2:25][C:26]1[CH:31]=[CH:30][C:29]([C:32]([O:34][CH3:35])=[O:33])=[CH:28][N:27]=1. (3) Given the product [CH:1]1([C:7]2[CH:8]=[CH:9][C:10]([NH:13][C:27](=[O:28])[C@H:26]([NH:30][C:56]([NH:55][CH2:48][C:49]3[CH:54]=[CH:53][CH:52]=[CH:51][CH:50]=3)=[O:57])[CH2:25][CH2:24][CH2:23][CH2:22][NH2:21])=[CH:11][CH:12]=2)[CH2:2][CH2:3][CH2:4][CH2:5][CH2:6]1, predict the reactants needed to synthesize it. The reactants are: [CH:1]1([C:7]2[CH:12]=[CH:11][C:10]([NH2:13])=[CH:9][CH:8]=2)[CH2:6][CH2:5][CH2:4][CH2:3][CH2:2]1.C(OC([NH:21][CH2:22][CH2:23][CH2:24][CH2:25][C@@H:26]([NH:30]C(OCC1C2C=CC=CC=2C2C1=CC=CC=2)=O)[C:27](O)=[O:28])=O)(C)(C)C.[CH2:48]([N:55]=[C:56]=[O:57])[C:49]1[CH:54]=[CH:53][CH:52]=[CH:51][CH:50]=1. (4) Given the product [C:16]1(=[O:17])[O:18][C:13](=[O:19])[CH:14]=[CH:15]1.[CH2:1]=[CH:2][CH3:3].[CH2:1]=[CH2:2], predict the reactants needed to synthesize it. The reactants are: [CH2:1](N=C=O)[CH2:2][CH2:3]CCCN=C=O.[C:13]1(=[O:19])[O:18][C:16](=[O:17])[CH:15]=[CH:14]1. (5) Given the product [CH3:9][O:8][C:6](=[O:7])[C:5]1[CH:10]=[CH:11][C:2]([C:39]#[C:38][CH2:37][CH2:36][OH:40])=[CH:3][CH:4]=1, predict the reactants needed to synthesize it. The reactants are: Br[C:2]1[CH:11]=[CH:10][C:5]([C:6]([O:8][CH3:9])=[O:7])=[CH:4][CH:3]=1.C1(P(C2C=CC=CC=2)C2C=CC=CC=2)C=CC=CC=1.C(NCC)C.[CH2:36]([OH:40])[CH2:37][C:38]#[CH:39].